Task: Regression. Given two drug SMILES strings and cell line genomic features, predict the synergy score measuring deviation from expected non-interaction effect.. Dataset: NCI-60 drug combinations with 297,098 pairs across 59 cell lines (1) Drug 1: C1CC(=O)NC(=O)C1N2CC3=C(C2=O)C=CC=C3N. Drug 2: C(CCl)NC(=O)N(CCCl)N=O. Cell line: NCI-H322M. Synergy scores: CSS=8.53, Synergy_ZIP=2.75, Synergy_Bliss=12.1, Synergy_Loewe=6.97, Synergy_HSA=6.14. (2) Drug 1: CCN(CC)CCNC(=O)C1=C(NC(=C1C)C=C2C3=C(C=CC(=C3)F)NC2=O)C. Drug 2: CC1=C(C(=O)C2=C(C1=O)N3CC4C(C3(C2COC(=O)N)OC)N4)N. Cell line: RPMI-8226. Synergy scores: CSS=33.4, Synergy_ZIP=2.06, Synergy_Bliss=3.77, Synergy_Loewe=-11.4, Synergy_HSA=7.84. (3) Drug 1: CCN(CC)CCNC(=O)C1=C(NC(=C1C)C=C2C3=C(C=CC(=C3)F)NC2=O)C. Drug 2: B(C(CC(C)C)NC(=O)C(CC1=CC=CC=C1)NC(=O)C2=NC=CN=C2)(O)O. Cell line: SNB-19. Synergy scores: CSS=62.4, Synergy_ZIP=1.20, Synergy_Bliss=0.000537, Synergy_Loewe=-14.6, Synergy_HSA=-3.70. (4) Drug 1: C1CC(=O)NC(=O)C1N2CC3=C(C2=O)C=CC=C3N. Drug 2: C1=NC2=C(N=C(N=C2N1C3C(C(C(O3)CO)O)F)Cl)N. Cell line: MOLT-4. Synergy scores: CSS=40.7, Synergy_ZIP=1.00, Synergy_Bliss=-0.557, Synergy_Loewe=-34.1, Synergy_HSA=-1.92. (5) Drug 1: CC1=C(C=C(C=C1)NC2=NC=CC(=N2)N(C)C3=CC4=NN(C(=C4C=C3)C)C)S(=O)(=O)N.Cl. Drug 2: CCC1=C2CN3C(=CC4=C(C3=O)COC(=O)C4(CC)O)C2=NC5=C1C=C(C=C5)O. Cell line: SF-295. Synergy scores: CSS=32.5, Synergy_ZIP=-2.22, Synergy_Bliss=-3.65, Synergy_Loewe=-32.0, Synergy_HSA=-1.92. (6) Drug 1: CCCS(=O)(=O)NC1=C(C(=C(C=C1)F)C(=O)C2=CNC3=C2C=C(C=N3)C4=CC=C(C=C4)Cl)F. Drug 2: C1C(C(OC1N2C=NC3=C2NC=NCC3O)CO)O. Cell line: OVCAR-5. Synergy scores: CSS=-1.64, Synergy_ZIP=8.11, Synergy_Bliss=5.33, Synergy_Loewe=-0.498, Synergy_HSA=-0.384. (7) Drug 1: C1C(C(OC1N2C=NC3=C(N=C(N=C32)Cl)N)CO)O. Drug 2: CCCCC(=O)OCC(=O)C1(CC(C2=C(C1)C(=C3C(=C2O)C(=O)C4=C(C3=O)C=CC=C4OC)O)OC5CC(C(C(O5)C)O)NC(=O)C(F)(F)F)O. Cell line: HOP-92. Synergy scores: CSS=69.8, Synergy_ZIP=-4.21, Synergy_Bliss=-4.36, Synergy_Loewe=-0.748, Synergy_HSA=1.82.